From a dataset of Forward reaction prediction with 1.9M reactions from USPTO patents (1976-2016). Predict the product of the given reaction. (1) Given the reactants [NH2:1][C:2]1[C:7]([C:8]#[N:9])=[C:6]([C:10]2[CH:15]=[CH:14][C:13]([OH:16])=[CH:12][CH:11]=2)[C:5]([C:17]#[N:18])=[C:4]([SH:19])[N:3]=1.Br.Br[CH2:22][CH2:23][NH2:24].C([O-])(O)=O.[Na+], predict the reaction product. The product is: [NH2:1][C:2]1[C:7]([C:8]#[N:9])=[C:6]([C:10]2[CH:11]=[CH:12][C:13]([OH:16])=[CH:14][CH:15]=2)[C:5]([C:17]#[N:18])=[C:4]([S:19][CH2:22][CH2:23][NH2:24])[N:3]=1. (2) Given the reactants [OH:1][C:2]1[CH:3]=[C:4]([CH:8]=[CH:9][C:10]=1[CH2:11][S:12]([CH3:15])(=[O:14])=[O:13])[C:5]([OH:7])=O.S(Cl)(Cl)=O.[Cl:20][C:21]1[CH:27]=[CH:26][C:24]([NH2:25])=[CH:23][C:22]=1[C:28]1[CH:33]=[CH:32][CH:31]=[CH:30][N:29]=1.C(O)(=O)CC(CC(O)=O)(C(O)=O)O, predict the reaction product. The product is: [Cl:20][C:21]1[CH:27]=[CH:26][C:24]([NH:25][C:5](=[O:7])[C:4]2[CH:8]=[CH:9][C:10]([CH2:11][S:12]([CH3:15])(=[O:14])=[O:13])=[C:2]([OH:1])[CH:3]=2)=[CH:23][C:22]=1[C:28]1[CH:33]=[CH:32][CH:31]=[CH:30][N:29]=1.